From a dataset of Full USPTO retrosynthesis dataset with 1.9M reactions from patents (1976-2016). Predict the reactants needed to synthesize the given product. (1) Given the product [Cl:1][C:2]1[C:10]([Cl:11])=[C:9]2[C:5]([CH2:6][C:7]([CH:14]3[CH2:18][CH2:17][CH2:16][CH2:15]3)([CH3:13])[C:8]2=[O:12])=[CH:4][C:3]=1[O:19][CH2:20][CH2:21][CH2:22][CH2:23][C:24]1[N:30]=[N:31][NH:32][N:25]=1, predict the reactants needed to synthesize it. The reactants are: [Cl:1][C:2]1[C:10]([Cl:11])=[C:9]2[C:5]([CH2:6][C:7]([CH:14]3[CH2:18][CH2:17][CH2:16][CH2:15]3)([CH3:13])[C:8]2=[O:12])=[CH:4][C:3]=1[O:19][CH2:20][CH2:21][CH2:22][CH2:23][C:24]#[N:25].C[Si]([N:30]=[N+:31]=[N-:32])(C)C.C([Sn](=O)CCCC)CCC. (2) Given the product [CH:6]([C:5]1[CH:8]=[CH:9][C:2]([N:10]2[CH2:13][CH:12]([C:14]([OH:16])=[O:15])[CH2:11]2)=[CH:3][CH:4]=1)=[O:7], predict the reactants needed to synthesize it. The reactants are: F[C:2]1[CH:9]=[CH:8][C:5]([CH:6]=[O:7])=[CH:4][CH:3]=1.[NH:10]1[CH2:13][CH:12]([C:14]([OH:16])=[O:15])[CH2:11]1.C(N(CC)CC)C. (3) Given the product [CH2:52]([S:49]([N:46]1[CH2:47][CH2:48][CH:43]([C:27]2[C:26]3[C:30](=[C:31]([C:33]#[N:34])[CH:32]=[C:24]([O:8][C:5]4[CH:6]=[CH:7][C:2]([F:1])=[CH:3][CH:4]=4)[CH:25]=3)[N:29]([CH2:35][O:36][CH2:37][CH2:38][Si:39]([CH3:40])([CH3:42])[CH3:41])[CH:28]=2)[CH2:44][CH2:45]1)(=[O:50])=[O:51])[CH3:53], predict the reactants needed to synthesize it. The reactants are: [F:1][C:2]1[CH:7]=[CH:6][C:5]([OH:8])=[CH:4][CH:3]=1.CN(C)CC(O)=O.Cl.C([O-])([O-])=O.[Cs+].[Cs+].Br[C:24]1[CH:25]=[C:26]2[C:30](=[C:31]([C:33]#[N:34])[CH:32]=1)[N:29]([CH2:35][O:36][CH2:37][CH2:38][Si:39]([CH3:42])([CH3:41])[CH3:40])[CH:28]=[C:27]2[CH:43]1[CH2:48][CH2:47][N:46]([S:49]([CH2:52][CH3:53])(=[O:51])=[O:50])[CH2:45][CH2:44]1. (4) Given the product [CH3:21][O:20][C:17]1[CH:16]=[CH:15][C:14]2[C:13]3[N:12]=[C:11]([C:22]4[CH:27]=[CH:26][C:25]([O:28][CH3:29])=[CH:24][CH:23]=4)[CH:10]=[C:5]([C:6]([O:8][CH3:9])=[O:7])[C:4]=3[NH:1][C:19]=2[CH:18]=1, predict the reactants needed to synthesize it. The reactants are: [N:1]([C:4]1[C:13]([C:14]2[CH:19]=[CH:18][C:17]([O:20][CH3:21])=[CH:16][CH:15]=2)=[N:12][C:11]([C:22]2[CH:27]=[CH:26][C:25]([O:28][CH3:29])=[CH:24][CH:23]=2)=[CH:10][C:5]=1[C:6]([O:8][CH3:9])=[O:7])=[N+]=[N-]. (5) Given the product [NH2:12][C:4]1[CH:3]=[C:2]([F:1])[C:10]([F:11])=[CH:9][C:5]=1[C:6]([NH:42][CH2:41][CH2:40][C:37]1[CH:38]=[CH:39][C:34]([F:33])=[CH:35][CH:36]=1)=[O:8], predict the reactants needed to synthesize it. The reactants are: [F:1][C:2]1[CH:3]=[C:4]([NH2:12])[C:5](=[CH:9][C:10]=1[F:11])[C:6]([OH:8])=O.O.OC1C2N=NNC=2C=CC=1.C(N(C(C)C)CC)(C)C.[F:33][C:34]1[CH:39]=[CH:38][C:37]([CH2:40][CH2:41][NH2:42])=[CH:36][CH:35]=1.CCN=C=NCCCN(C)C.C(N)(=O)C1C=CC=CC=1. (6) Given the product [CH3:38][C:24]1[CH:25]=[C:26]([O:29][C:30]2[CH:35]=[CH:34][CH:33]=[C:32]([CH2:36][NH:37][C:13]([C:8]3[NH:9][C:10]4[C:6]([CH:7]=3)=[CH:5][C:4]([O:3][C:2]([F:1])([F:17])[F:16])=[CH:12][CH:11]=4)=[O:15])[CH:31]=2)[CH:27]=[CH:28][C:23]=1[CH2:22][CH2:21][C:20]([OH:39])=[O:19], predict the reactants needed to synthesize it. The reactants are: [F:1][C:2]([F:17])([F:16])[O:3][C:4]1[CH:5]=[C:6]2[C:10](=[CH:11][CH:12]=1)[NH:9][C:8]([C:13]([OH:15])=O)=[CH:7]2.C[O:19][C:20](=[O:39])[CH2:21][CH2:22][C:23]1[CH:28]=[CH:27][C:26]([O:29][C:30]2[CH:35]=[CH:34][CH:33]=[C:32]([CH2:36][NH2:37])[CH:31]=2)=[CH:25][C:24]=1[CH3:38].